Predict the reaction yield, written as a fraction of the theoretical maximum amount of product (1.0 means a 100% yield; for example, 0.34 means a 34% yield). From a dataset of Reaction yield outcomes from USPTO patents with 853,638 reactions. (1) The reactants are [CH3:1][C:2]1[CH:6]=[CH:5][S:4][C:3]=1[C:7]([OH:9])=O.S(Cl)(Cl)=O.[NH2:14][C:15]1[CH:20]=[CH:19][C:18]([N:21]2[C:27](=[O:28])[CH2:26][C:25](=[O:29])[NH:24][C:23]3[C:30]4[C:35]([CH:36]=[CH:37][C:22]2=3)=[CH:34][CH:33]=[CH:32][CH:31]=4)=[CH:17][CH:16]=1. No catalyst specified. The product is [CH3:1][C:2]1[CH:6]=[CH:5][S:4][C:3]=1[C:7]([NH:14][C:15]1[CH:20]=[CH:19][C:18]([N:21]2[C:27](=[O:28])[CH2:26][C:25](=[O:29])[NH:24][C:23]3[C:30]4[C:35]([CH:36]=[CH:37][C:22]2=3)=[CH:34][CH:33]=[CH:32][CH:31]=4)=[CH:17][CH:16]=1)=[O:9]. The yield is 0.950. (2) The catalyst is CO. The product is [C:18]([N:27]1[CH2:32][CH2:31][CH2:30][CH2:29][C:28]1=[O:33])([O:20][C:21]([CH3:22])([CH3:23])[CH3:24])=[O:19]. The yield is 0.930. The reactants are C(N(C(C)C)CC)(C)C.[C:18](O[C:18]([O:20][C:21]([CH3:24])([CH3:23])[CH3:22])=[O:19])([O:20][C:21]([CH3:24])([CH3:23])[CH3:22])=[O:19].Cl.O.[NH:27]1[CH2:32][CH2:31][CH2:30][CH2:29][C:28]1=[O:33].